Dataset: Full USPTO retrosynthesis dataset with 1.9M reactions from patents (1976-2016). Task: Predict the reactants needed to synthesize the given product. (1) Given the product [CH3:52][CH:51]([N:50]1[S:128](=[O:130])(=[O:129])[NH:32][C:33]2[C:38](=[CH:37][CH:36]=[CH:35][CH:34]=2)[C:48]1=[O:49])[CH3:56], predict the reactants needed to synthesize it. The reactants are: CC1(C)C(=O)N(CC2C=CC=CC=2Cl)OC1.C1C=C(C(F)(F)F)C=C(OC2N=CC=CC=2C([NH:32][C:33]2[CH:34]=[CH:35][C:36](F)=[CH:37][C:38]=2F)=O)C=1.C1[N:50]([C:51]2[CH:56]=C(C(F)(F)F)C=C[CH:52]=2)[C:48](=[O:49])C(Cl)C1CCl.C1C=CC(C2N(C3C=CC(Cl)=C(COCC(F)(F)C(F)(F)F)C=3)N=C(C(N)=O)N=2)=CC=1.CN1C=C(C2C=CC=C(C(F)(F)F)C=2)C(=O)C(C2C=CC=CC=2)=C1.N1C=CC(C([O-])=O)=N1.C[S:128](C1C=CC(C(C2C(=O)CCCC2=O)=O)=C(Cl)C=1)(=[O:130])=[O:129]. (2) Given the product [CH:1]([O:4][C:5]1[CH:6]=[CH:7][C:8]([NH:11][C:12]2[N:13]=[CH:14][C:15]3[CH:20]=[CH:19][N:18]([C:53]4[CH:52]=[CH:51][C:50]([S:29]([CH3:28])(=[O:31])=[O:30])=[CH:49][CH:54]=4)[C:16]=3[N:17]=2)=[CH:9][CH:10]=1)([CH3:3])[CH3:2], predict the reactants needed to synthesize it. The reactants are: [CH:1]([O:4][C:5]1[CH:10]=[CH:9][C:8]([NH:11][C:12]2[N:13]=[CH:14][C:15]3[CH:20]=[CH:19][NH:18][C:16]=3[N:17]=2)=[CH:7][CH:6]=1)([CH3:3])[CH3:2].BrC1C=CC([CH2:28][S:29](CC2C=CC(Br)=CC=2)(=[O:31])=[O:30])=CC=1.[O-]P([O-])([O-])=O.[K+].[K+].[K+].N[C@@H:49]1[CH2:54][CH2:53][CH2:52][CH2:51][C@H:50]1N. (3) Given the product [Cl:1][C:2]1[CH:7]=[CH:6][C:5]([S:8]([C:11]2([C:28]3[CH:33]=[C:32]([F:34])[CH:31]=[CH:30][C:29]=3[F:35])[CH2:12][CH2:13][CH:14]([O:17][S:18](=[O:19])(=[O:20])[NH:21][CH2:22][CH2:23][OH:24])[CH2:15][CH2:16]2)(=[O:10])=[O:9])=[CH:4][CH:3]=1, predict the reactants needed to synthesize it. The reactants are: [Cl:1][C:2]1[CH:7]=[CH:6][C:5]([S:8]([C:11]2([C:28]3[CH:33]=[C:32]([F:34])[CH:31]=[CH:30][C:29]=3[F:35])[CH2:16][CH2:15][CH:14]([O:17][S:18]([NH:21][CH2:22][CH2:23][O:24]C(=O)C)(=[O:20])=[O:19])[CH2:13][CH2:12]2)(=[O:10])=[O:9])=[CH:4][CH:3]=1.[OH-].[Li+].C(OCC)(=O)C. (4) Given the product [CH:15]1([C:16]2[O:53][N:52]=[C:12]([C:11]([N:10]3[CH2:9][C@H:8]([CH2:26][CH:27]([CH3:28])[CH3:29])[NH:7][C:6](=[O:30])[C@@H:5]3[CH2:1][CH:2]([CH3:3])[CH3:4])=[O:25])[CH:17]=2)[CH2:14][CH2:13]1, predict the reactants needed to synthesize it. The reactants are: [CH2:1]([C@@H:5]1[N:10]([C:11](=[O:25])[C:12]2[CH:17]=[CH:16][C:15](OC3C=CC=CC=3)=[CH:14][CH:13]=2)[CH2:9][C@H:8]([CH2:26][CH:27]([CH3:29])[CH3:28])[NH:7][C:6]1=[O:30])[CH:2]([CH3:4])[CH3:3].C([C@@H]1NC[C@H](CC(C)C)NC1=O)C(C)C.C1(C2[O:53][N:52]=C(C(O)=O)C=2)CC1. (5) Given the product [C:1]1([CH3:13])[CH:6]=[CH:5][CH:4]=[CH:3][C:2]=1[N:7]1[CH2:8][CH2:9][N:10]([CH2:15][CH2:16][CH2:17][N:18]2[C:22](=[O:23])[C:21]3[C:20](=[CH:27][CH:26]=[CH:25][CH:24]=3)[C:19]2=[O:28])[CH2:11][CH2:12]1, predict the reactants needed to synthesize it. The reactants are: [C:1]1([CH3:13])[CH:6]=[CH:5][CH:4]=[CH:3][C:2]=1[N:7]1[CH2:12][CH2:11][NH:10][CH2:9][CH2:8]1.Br[CH2:15][CH2:16][CH2:17][N:18]1[C:22](=[O:23])[C:21]2=[CH:24][CH:25]=[CH:26][CH:27]=[C:20]2[C:19]1=[O:28].C(N(CC)CC)C.